From a dataset of Peptide-MHC class II binding affinity with 134,281 pairs from IEDB. Regression. Given a peptide amino acid sequence and an MHC pseudo amino acid sequence, predict their binding affinity value. This is MHC class II binding data. (1) The peptide sequence is AFNVENGNATPQLTK. The MHC is DRB1_1501 with pseudo-sequence DRB1_1501. The binding affinity (normalized) is 0.206. (2) The peptide sequence is SQDLELSWNLNGNQAY. The MHC is HLA-DQA10101-DQB10501 with pseudo-sequence HLA-DQA10101-DQB10501. The binding affinity (normalized) is 0.577. (3) The peptide sequence is LVGPFNFRFMSKGGM. The MHC is DRB1_1602 with pseudo-sequence DRB1_1602. The binding affinity (normalized) is 0.468. (4) The peptide sequence is PGHGISVGSLGRYKD. The MHC is DRB1_0701 with pseudo-sequence DRB1_0701. The binding affinity (normalized) is 0.232.